From a dataset of Catalyst prediction with 721,799 reactions and 888 catalyst types from USPTO. Predict which catalyst facilitates the given reaction. (1) Reactant: [CH3:1][C:2]1([CH3:8])[CH2:4][C@@H:3]1[C:5](O)=[O:6].C(N(CC)CC)C.ClC1C=C(Cl)C=C(Cl)C=1C(Cl)=O.[CH3:28][C:29]1[CH:33]=[C:32]([N:34]2[C:38]3[CH:39]=[C:40]([C:43]([F:46])([F:45])[F:44])[CH:41]=[CH:42][C:37]=3[N:36]=[C:35]2[NH2:47])[O:31][N:30]=1. Product: [CH3:1][C:2]1([CH3:8])[CH2:4][C@@H:3]1[C:5]([NH:47][C:35]1[N:34]([C:32]2[O:31][N:30]=[C:29]([CH3:28])[CH:33]=2)[C:38]2[CH:39]=[C:40]([C:43]([F:46])([F:45])[F:44])[CH:41]=[CH:42][C:37]=2[N:36]=1)=[O:6]. The catalyst class is: 453. (2) Reactant: C(OC([N:8]1[CH2:13][CH2:12][N:11]([CH2:14][CH3:15])[C:10](=[O:16])[CH2:9]1)=O)(C)(C)C.[ClH:17].O1CCOCC1. Product: [ClH:17].[CH2:14]([N:11]1[CH2:12][CH2:13][NH:8][CH2:9][C:10]1=[O:16])[CH3:15]. The catalyst class is: 4. (3) Reactant: [OH:1][C:2]1[CH:7]=[C:6]([OH:8])[CH:5]=[CH:4][C:3]=1[CH2:9][CH2:10][NH:11][CH2:12][C:13]([OH:15])=[O:14].NCC([O-])=O.NCC([O-])=O.[Fe+2:26]. Product: [Fe:26].[OH:1][C:2]1[CH:7]=[C:6]([OH:8])[CH:5]=[CH:4][C:3]=1[CH2:9][CH2:10][NH:11][CH2:12][C:13]([OH:15])=[O:14]. The catalyst class is: 6. (4) Reactant: [CH3:1][N:2]1[CH2:7][CH2:6][N:5]2[N:8]=[C:9]([NH2:11])[CH:10]=[C:4]2[CH2:3]1.Br[C:13]1[C:14](=[O:21])[N:15]([CH3:20])[N:16]=[C:17]([Cl:19])[CH:18]=1.C(=O)([O-])[O-].[Cs+].[Cs+].CC1(C)C2C(=C(P(C3C=CC=CC=3)C3C=CC=CC=3)C=CC=2)OC2C(P(C3C=CC=CC=3)C3C=CC=CC=3)=CC=CC1=2. Product: [Cl:19][C:17]1[CH:18]=[C:13]([NH:11][C:9]2[CH:10]=[C:4]3[CH2:3][N:2]([CH3:1])[CH2:7][CH2:6][N:5]3[N:8]=2)[C:14](=[O:21])[N:15]([CH3:20])[N:16]=1. The catalyst class is: 102. (5) Reactant: [NH2:1][C:2]1[C:11]([F:12])=[C:10]([NH2:13])[C:9]([NH2:14])=[CH:8][C:3]=1[C:4]([O:6][CH3:7])=[O:5].[CH:15](OCC)(OCC)OCC.OS(O)(=O)=O. Product: [CH3:7][O:6][C:4]([C:3]1[C:2]([NH2:1])=[C:11]([F:12])[C:10]2[N:13]=[CH:15][NH:14][C:9]=2[CH:8]=1)=[O:5]. The catalyst class is: 1. (6) Product: [CH3:14][N:11]1[CH2:12][CH2:13][N:8]([C:5]2[CH:6]=[CH:7][C:2]([B:24]3[O:28][C:27]([CH3:30])([CH3:29])[C:26]([CH3:32])([CH3:31])[O:25]3)=[CH:3][CH:4]=2)[CH2:9][CH2:10]1. Reactant: Br[C:2]1[CH:7]=[CH:6][C:5]([N:8]2[CH2:13][CH2:12][N:11]([CH3:14])[CH2:10][CH2:9]2)=[CH:4][CH:3]=1.[Li]CCCC.C(O[B:24]1[O:28][C:27]([CH3:30])([CH3:29])[C:26]([CH3:32])([CH3:31])[O:25]1)(C)C. The catalyst class is: 598.